The task is: Predict the product of the given reaction.. This data is from Forward reaction prediction with 1.9M reactions from USPTO patents (1976-2016). Given the reactants [CH2:1]([NH:8][CH:9]1[CH2:14][CH2:13][CH:12]([CH2:15][OH:16])[CH2:11][CH:10]1[CH3:17])[C:2]1[CH:7]=[CH:6][CH:5]=[CH:4][CH:3]=1.[S:18](Cl)([C:21]1[CH:27]=[CH:26][C:24]([CH3:25])=[CH:23][CH:22]=1)(=[O:20])=[O:19], predict the reaction product. The product is: [CH2:1]([NH:8][CH:9]1[CH2:14][CH2:13][CH:12]([CH2:15][O:16][S:18]([C:21]2[CH:27]=[CH:26][C:24]([CH3:25])=[CH:23][CH:22]=2)(=[O:20])=[O:19])[CH2:11][CH:10]1[CH3:17])[C:2]1[CH:7]=[CH:6][CH:5]=[CH:4][CH:3]=1.